From a dataset of Forward reaction prediction with 1.9M reactions from USPTO patents (1976-2016). Predict the product of the given reaction. (1) Given the reactants [Cl:1][C:2]1[CH:10]=[C:9]([C:11]([OH:13])=[O:12])[C:8]([Cl:14])=[CH:7][C:3]=1[C:4]([OH:6])=[O:5].[CH2:15](Br)[C:16]1[CH:21]=[CH:20][CH:19]=[CH:18][CH:17]=1.C(=O)([O-])[O-].[K+].[K+], predict the reaction product. The product is: [CH2:15]([O:12][C:11](=[O:13])[C:9]1[CH:10]=[C:2]([Cl:1])[C:3]([C:4]([O:6][CH2:4][C:3]2[CH:7]=[CH:8][CH:9]=[CH:10][CH:2]=2)=[O:5])=[CH:7][C:8]=1[Cl:14])[C:16]1[CH:21]=[CH:20][CH:19]=[CH:18][CH:17]=1. (2) Given the reactants [Br:1][C:2]1[CH:10]=[C:9]2[C:5]([C:6]([C:19]([OH:21])=O)=[N:7][N:8]2[CH2:11][O:12][CH2:13][CH2:14][Si:15]([CH3:18])([CH3:17])[CH3:16])=[CH:4][CH:3]=1.CN(C(O[N:30]1[N:38]=[N:37][C:32]2[CH:33]=CC=N[C:31]1=2)=[N+](C)C)C.F[P-](F)(F)(F)(F)F.C(N(C(C)C)CC)(C)C.N1C=C(N)C=N1, predict the reaction product. The product is: [NH:30]1[CH:31]=[C:32]([NH:37][C:19]([C:6]2[C:5]3[C:9](=[CH:10][C:2]([Br:1])=[CH:3][CH:4]=3)[N:8]([CH2:11][O:12][CH2:13][CH2:14][Si:15]([CH3:16])([CH3:17])[CH3:18])[N:7]=2)=[O:21])[CH:33]=[N:38]1. (3) The product is: [C:13]([C:12]1[CH:11]=[CH:10][C:4]([C:5]([O:7][CH2:8][CH3:9])=[O:6])=[CH:3][C:2]=1[NH:18][CH2:17][CH:16]([CH3:19])[CH3:15])#[N:14]. Given the reactants Br[C:2]1[CH:3]=[C:4]([CH:10]=[CH:11][C:12]=1[C:13]#[N:14])[C:5]([O:7][CH2:8][CH3:9])=[O:6].[CH3:15][CH:16]([CH3:19])[CH2:17][NH2:18].CC1(C)C2C(=C(P(C3C=CC=CC=3)C3C=CC=CC=3)C=CC=2)OC2C(P(C3C=CC=CC=3)C3C=CC=CC=3)=CC=CC1=2.P([O-])([O-])([O-])=O.[K+].[K+].[K+], predict the reaction product. (4) Given the reactants C(OC([NH:8][C@H:9]([C:31]([OH:33])=[O:32])[CH2:10][CH2:11][CH2:12][NH:13][C:14]([O:16][CH2:17][CH:18]1[C:30]2[CH:29]=[CH:28][CH:27]=[CH:26][C:25]=2[C:24]2[C:19]1=[CH:20][CH:21]=[CH:22][CH:23]=2)=[O:15])=O)(C)(C)C.C(O)(C(F)(F)F)=O.C(Cl)Cl.FC(F)(F)C([O-])=O.[Cl:51][C:52]1[CH:57]=[CH:56][C:55]([S:58](Cl)(=[O:60])=[O:59])=[CH:54][CH:53]=1, predict the reaction product. The product is: [Cl:51][C:52]1[CH:57]=[CH:56][C:55]([S:58]([NH:8][C@H:9]([C:31]([OH:33])=[O:32])[CH2:10][CH2:11][CH2:12][NH:13][C:14]([O:16][CH2:17][CH:18]2[C:19]3[CH:20]=[CH:21][CH:22]=[CH:23][C:24]=3[C:25]3[C:30]2=[CH:29][CH:28]=[CH:27][CH:26]=3)=[O:15])(=[O:60])=[O:59])=[CH:54][CH:53]=1. (5) Given the reactants [F:1][C:2]1[CH:10]=[CH:9][C:5]([C:6]([OH:8])=O)=[CH:4][C:3]=1[N+:11]([O-:13])=[O:12].C(Cl)Cl.O=S(Cl)Cl.C(N(C(C)C)CC)(C)C.[F:30][C:31]([F:40])([F:39])[CH2:32][NH:33][CH2:34][C:35]([F:38])([F:37])[F:36], predict the reaction product. The product is: [F:1][C:2]1[CH:10]=[CH:9][C:5]([C:6]([N:33]([CH2:32][C:31]([F:30])([F:39])[F:40])[CH2:34][C:35]([F:38])([F:37])[F:36])=[O:8])=[CH:4][C:3]=1[N+:11]([O-:13])=[O:12]. (6) Given the reactants C(O)(=O)[C@H](C1C=CC=CC=1)O.[CH:12]1([NH:15][C:16](=[O:24])[C@@H:17]([OH:23])[C@@H:18]([NH2:22])[CH2:19][CH2:20][CH3:21])[CH2:14][CH2:13]1.[ClH:25], predict the reaction product. The product is: [ClH:25].[CH:12]1([NH:15][C:16](=[O:24])[C@@H:17]([OH:23])[C@@H:18]([NH2:22])[CH2:19][CH2:20][CH3:21])[CH2:14][CH2:13]1.